The task is: Predict the reactants needed to synthesize the given product.. This data is from Full USPTO retrosynthesis dataset with 1.9M reactions from patents (1976-2016). (1) Given the product [C:28]([C:25]1([C:21]2[CH:20]=[C:19]([CH:24]=[CH:23][CH:22]=2)[C:18]([NH:17][C:13]2[CH:12]=[C:11]([CH:16]=[CH:15][CH:14]=2)[O:10][C:7]2[CH:8]=[CH:9][C:4]3[N:5]([CH:31]=[C:2]([NH:1][C:37](=[O:38])[C:36]4[CH:40]=[CH:41][C:33]([F:32])=[N:34][CH:35]=4)[N:3]=3)[N:6]=2)=[O:30])[CH2:27][CH2:26]1)#[N:29], predict the reactants needed to synthesize it. The reactants are: [NH2:1][C:2]1[N:3]=[C:4]2[CH:9]=[CH:8][C:7]([O:10][C:11]3[CH:12]=[C:13]([NH:17][C:18](=[O:30])[C:19]4[CH:24]=[CH:23][CH:22]=[C:21]([C:25]5([C:28]#[N:29])[CH2:27][CH2:26]5)[CH:20]=4)[CH:14]=[CH:15][CH:16]=3)=[N:6][N:5]2[CH:31]=1.[F:32][C:33]1[CH:41]=[CH:40][C:36]([C:37](O)=[O:38])=[CH:35][N:34]=1.C(Cl)(=O)C(Cl)=O.O1CCCC1. (2) Given the product [CH2:23]([O:20][C:19]([CH:13]1[CH2:12][CH:11]2[CH:16]([CH2:17][CH2:18][CH:9]([CH2:8][CH2:7][C:6]3[N:5]=[N:4][NH:3][N:2]=3)[CH2:10]2)[CH2:15][NH:14]1)=[O:21])[CH3:24], predict the reactants needed to synthesize it. The reactants are: O.[NH:2]1[C:6]([CH2:7][CH2:8][CH:9]2[CH2:18][CH2:17][CH:16]3[CH:11]([CH2:12][CH:13]([C:19]([OH:21])=[O:20])[NH:14][CH2:15]3)[CH2:10]2)=[N:5][N:4]=[N:3]1.Cl.[CH2:23](O)[CH3:24]. (3) The reactants are: [CH:1]([C:4]1[N:8]2[CH:9]=[C:10]([S:13][C:14]3[CH:21]=[CH:20][CH:19]=[CH:18][C:15]=3[CH2:16][NH2:17])[CH:11]=[CH:12][C:7]2=[N:6][N:5]=1)([CH3:3])[CH3:2].[CH2:22]([N:24]=[C:25]=[O:26])[CH3:23]. Given the product [CH2:22]([NH:24][C:25]([NH:17][CH2:16][C:15]1[CH:18]=[CH:19][CH:20]=[CH:21][C:14]=1[S:13][C:10]1[CH:11]=[CH:12][C:7]2[N:8]([C:4]([CH:1]([CH3:3])[CH3:2])=[N:5][N:6]=2)[CH:9]=1)=[O:26])[CH3:23], predict the reactants needed to synthesize it. (4) Given the product [CH3:16][S:17]([O-:20])(=[O:19])=[O:18].[O:15]=[C:10]1[C@@H:9]2[CH2:14][C@@H:12]([CH2:13][NH2+:8]2)[O:11]1, predict the reactants needed to synthesize it. The reactants are: C(OC([N:8]1[CH2:13][C@@H:12]2[CH2:14][C@H:9]1[C:10](=[O:15])[O:11]2)=O)(C)(C)C.[CH3:16][S:17]([OH:20])(=[O:19])=[O:18]. (5) Given the product [Br-:48].[CH3:1][N:2]([CH3:33])[C:3]1[CH:4]=[CH:5][C:6]2[C:15]([CH:16]=1)=[O+:14][C:13]1[C:8](=[CH:9][CH:10]=[C:11]([N:17]([CH3:18])[CH3:19])[CH:12]=1)[C:7]=2[C:20]1[CH:25]=[CH:24][C:23]([N+:26]([O-:28])=[O:27])=[C:22]([NH2:29])[C:21]=1[C:30]([O:32][CH2:47][O:46][C:43](=[O:45])[CH3:44])=[O:31], predict the reactants needed to synthesize it. The reactants are: [CH3:1][N:2]([CH3:33])[C:3]1[CH:4]=[CH:5][C:6]2[C:15]([CH:16]=1)=[O+:14][C:13]1[C:8](=[CH:9][CH:10]=[C:11]([N:17]([CH3:19])[CH3:18])[CH:12]=1)[C:7]=2[C:20]1[CH:25]=[CH:24][C:23]([N+:26]([O-:28])=[O:27])=[C:22]([NH2:29])[C:21]=1[C:30]([OH:32])=[O:31].C(N(C(C)C)CC)(C)C.[C:43]([O:46][CH2:47][Br:48])(=[O:45])[CH3:44]. (6) Given the product [C:12]1([C:10](=[O:11])[CH2:9][CH2:8][C:5]2[CH:6]=[CH:7][C:2]([B:18]3[O:22][C:21]([CH3:24])([CH3:23])[C:20]([CH3:26])([CH3:25])[O:19]3)=[CH:3][CH:4]=2)[CH:17]=[CH:16][CH:15]=[CH:14][CH:13]=1, predict the reactants needed to synthesize it. The reactants are: Br[C:2]1[CH:7]=[CH:6][C:5]([CH2:8][CH2:9][C:10]([C:12]2[CH:17]=[CH:16][CH:15]=[CH:14][CH:13]=2)=[O:11])=[CH:4][CH:3]=1.[B:18]1([B:18]2[O:22][C:21]([CH3:24])([CH3:23])[C:20]([CH3:26])([CH3:25])[O:19]2)[O:22][C:21]([CH3:24])([CH3:23])[C:20]([CH3:26])([CH3:25])[O:19]1.CC([O-])=O.[K+].CS(C)=O. (7) Given the product [CH2:9]([C@@:16]12[CH2:29][CH2:28][C:27]([OH:34])([C:30]([F:31])([F:32])[F:33])[CH2:26][C@@H:25]1[CH2:24][CH2:23][C:22]1[CH:21]=[C:20]([C:35]([NH:8][C:7]3[C:2]([CH3:1])=[N:3][CH:4]=[CH:5][CH:6]=3)=[O:36])[CH:19]=[CH:18][C:17]2=1)[C:10]1[CH:15]=[CH:14][CH:13]=[CH:12][CH:11]=1, predict the reactants needed to synthesize it. The reactants are: [CH3:1][C:2]1[C:7]([NH2:8])=[CH:6][CH:5]=[CH:4][N:3]=1.[CH2:9]([C@@:16]12[CH2:29][CH2:28][C:27]([OH:34])([C:30]([F:33])([F:32])[F:31])[CH2:26][C@@H:25]1[CH2:24][CH2:23][C:22]1[CH:21]=[C:20]([C:35](OC)=[O:36])[CH:19]=[CH:18][C:17]2=1)[C:10]1[CH:15]=[CH:14][CH:13]=[CH:12][CH:11]=1.[Li+].C[Si]([N-][Si](C)(C)C)(C)C.O.